From a dataset of Merck oncology drug combination screen with 23,052 pairs across 39 cell lines. Regression. Given two drug SMILES strings and cell line genomic features, predict the synergy score measuring deviation from expected non-interaction effect. (1) Drug 1: O=C(O)C1(Cc2cccc(Nc3nccs3)n2)CCC(Oc2cccc(Cl)c2F)CC1. Drug 2: CCc1cnn2c(NCc3ccc[n+]([O-])c3)cc(N3CCCCC3CCO)nc12. Cell line: LNCAP. Synergy scores: synergy=-87.1. (2) Drug 1: CC1(c2nc3c(C(N)=O)cccc3[nH]2)CCCN1. Drug 2: CCc1cnn2c(NCc3ccc[n+]([O-])c3)cc(N3CCCCC3CCO)nc12. Cell line: PA1. Synergy scores: synergy=4.69. (3) Drug 1: CN(C)C(=N)N=C(N)N. Drug 2: NC(=O)c1cccc2cn(-c3ccc(C4CCCNC4)cc3)nc12. Cell line: A427. Synergy scores: synergy=-3.73. (4) Drug 1: N.N.O=C(O)C1(C(=O)O)CCC1.[Pt]. Drug 2: N#Cc1ccc(Cn2cncc2CN2CCN(c3cccc(Cl)c3)C(=O)C2)cc1. Cell line: CAOV3. Synergy scores: synergy=-6.06.